Dataset: Retrosynthesis with 50K atom-mapped reactions and 10 reaction types from USPTO. Task: Predict the reactants needed to synthesize the given product. The reactants are: COc1ccc(C=O)c(OC)c1.NCC(=O)O. Given the product COc1ccc(CNCC(=O)O)c(OC)c1, predict the reactants needed to synthesize it.